From a dataset of Full USPTO retrosynthesis dataset with 1.9M reactions from patents (1976-2016). Predict the reactants needed to synthesize the given product. (1) Given the product [F:15][CH:16]([F:19])[CH2:17][O:18][C:2]1[C:7]([C:8]2([F:12])[CH2:11][CH2:10][CH2:9]2)=[CH:6][N:5]=[C:4]([C:13]#[N:14])[CH:3]=1, predict the reactants needed to synthesize it. The reactants are: Cl[C:2]1[C:7]([C:8]2([F:12])[CH2:11][CH2:10][CH2:9]2)=[CH:6][N:5]=[C:4]([C:13]#[N:14])[CH:3]=1.[F:15][CH:16]([F:19])[CH2:17][OH:18].[H-].[Na+]. (2) Given the product [CH2:20]([C:26]1[S:30][C:29]([C:31]2[S:32][C:33]([C:8]3[C:7]([C:14]#[N:15])=[C:6]([OH:16])[C:5]([OH:4])=[CH:10][C:9]=3[C:11]#[N:12])=[CH:34][CH:35]=2)=[CH:28][CH:27]=1)[CH2:21][CH2:22][CH2:23][CH2:24][CH3:25], predict the reactants needed to synthesize it. The reactants are: C([O:4][C:5]1[CH:10]=[C:9]([C:11]#[N:12])[C:8](Br)=[C:7]([C:14]#[N:15])[C:6]=1[O:16]C(=O)C)(=O)C.[CH2:20]([C:26]1[S:30][C:29]([C:31]2[S:32][C:33](B3OC(C)(C)C(C)(C)O3)=[CH:34][CH:35]=2)=[CH:28][CH:27]=1)[CH2:21][CH2:22][CH2:23][CH2:24][CH3:25]. (3) Given the product [CH3:38][O:37][C:34]1[CH:33]=[CH:32][C:31]([CH2:30][N:8]([CH2:7][C:6]2[CH:5]=[CH:4][C:3]([O:2][CH3:1])=[CH:40][CH:39]=2)[C:9]2[N:10]=[CH:11][C:12]([C:15]3[C:16]4[CH2:29][CH2:28][N:27]([C:42]5[CH:47]=[CH:46][C:45]([C:48]([N:50]6[CH2:51][CH2:52][O:53][CH2:54][CH2:55]6)=[O:49])=[CH:44][C:43]=5[Cl:56])[C:17]=4[N:18]=[C:19]([N:21]4[CH2:26][CH2:25][O:24][CH2:23][CH2:22]4)[N:20]=3)=[CH:13][N:14]=2)=[CH:36][CH:35]=1, predict the reactants needed to synthesize it. The reactants are: [CH3:1][O:2][C:3]1[CH:40]=[CH:39][C:6]([CH2:7][N:8]([CH2:30][C:31]2[CH:36]=[CH:35][C:34]([O:37][CH3:38])=[CH:33][CH:32]=2)[C:9]2[N:14]=[CH:13][C:12]([C:15]3[C:16]4[CH2:29][CH2:28][NH:27][C:17]=4[N:18]=[C:19]([N:21]4[CH2:26][CH2:25][O:24][CH2:23][CH2:22]4)[N:20]=3)=[CH:11][N:10]=2)=[CH:5][CH:4]=1.Br[C:42]1[CH:47]=[CH:46][C:45]([C:48]([N:50]2[CH2:55][CH2:54][O:53][CH2:52][CH2:51]2)=[O:49])=[CH:44][C:43]=1[Cl:56]. (4) Given the product [CH:16]([O:19][C:4]1[C:5]([CH3:15])=[C:6]([CH3:14])[C:7]2[N:8]([C:10]([NH2:13])=[N:11][N:12]=2)[N:9]=1)([CH3:18])[CH3:17], predict the reactants needed to synthesize it. The reactants are: [H-].[Na+].Cl[C:4]1[C:5]([CH3:15])=[C:6]([CH3:14])[C:7]2[N:8]([C:10]([NH2:13])=[N:11][N:12]=2)[N:9]=1.[CH:16]([OH:19])([CH3:18])[CH3:17]. (5) Given the product [C:15]([O:3][C:2](=[CH2:4])[C:1]([O:6][CH2:7][CH3:8])=[O:5])(=[O:23])[CH2:16][CH2:17][CH2:18][CH2:19][CH2:20][CH2:21][CH3:22], predict the reactants needed to synthesize it. The reactants are: [C:1]([O:6][CH2:7][CH3:8])(=[O:5])[C:2]([CH3:4])=[O:3].N1C=CC=CC=1.[C:15](Cl)(=[O:23])[CH2:16][CH2:17][CH2:18][CH2:19][CH2:20][CH2:21][CH3:22].C(=O)([O-])O.[Na+]. (6) Given the product [C:1]([C:5]1[CH:6]=[C:7]2[C:11](=[CH:12][CH:13]=1)[C:10](=[O:14])[N:9]([C:15]1[CH:20]=[CH:19][CH:18]=[C:17]([C:21]3[CH:26]=[C:25]([NH:27][C:28]4[CH:32]=[CH:31][N:30]=[CH:33][N:29]=4)[C:24](=[O:35])[N:23]([CH3:36])[N:22]=3)[C:16]=1[CH2:37][OH:38])[CH2:8]2)([CH3:3])([CH3:4])[CH3:2], predict the reactants needed to synthesize it. The reactants are: [C:1]([C:5]1[CH:6]=[C:7]2[C:11](=[CH:12][CH:13]=1)[C:10](=[O:14])[N:9]([C:15]1[CH:20]=[CH:19][CH:18]=[C:17]([C:21]3[CH:26]=[C:25]([NH:27][C:28]4[CH:32]=[CH:31][N:30]([CH2:33]C)[N:29]=4)[C:24](=[O:35])[N:23]([CH3:36])[N:22]=3)[C:16]=1[CH2:37][OH:38])[CH2:8]2)([CH3:4])([CH3:3])[CH3:2].ClC1C=C(NC2C=CN=CN=2)C(=O)N(C)N=1.C(OCC1C(B2OC(C)(C)C(C)(C)O2)=CC=CC=1N1CC2C(=CC=C(C(C)(C)C)C=2)C1=O)(=O)C.